This data is from NCI-60 drug combinations with 297,098 pairs across 59 cell lines. The task is: Regression. Given two drug SMILES strings and cell line genomic features, predict the synergy score measuring deviation from expected non-interaction effect. (1) Drug 1: CN(C(=O)NC(C=O)C(C(C(CO)O)O)O)N=O. Drug 2: CC1C(C(CC(O1)OC2CC(CC3=C2C(=C4C(=C3O)C(=O)C5=CC=CC=C5C4=O)O)(C(=O)C)O)N)O. Cell line: ACHN. Synergy scores: CSS=70.7, Synergy_ZIP=6.96, Synergy_Bliss=6.70, Synergy_Loewe=0.850, Synergy_HSA=8.18. (2) Drug 1: CC1CC2CCC3C(=C)CC(O3)CCC45CC6C(O4)C7C(O6)C(O5)C8C(O7)CCC(O8)CC(=O)CC9C(CC(C1=C)O2)OC(C9OC)CC(CN)O.CS(=O)(=O)O. Drug 2: CC1C(C(CC(O1)OC2CC(CC3=C2C(=C4C(=C3O)C(=O)C5=C(C4=O)C(=CC=C5)OC)O)(C(=O)CO)O)N)O.Cl. Cell line: CAKI-1. Synergy scores: CSS=29.4, Synergy_ZIP=-2.27, Synergy_Bliss=-3.27, Synergy_Loewe=-0.921, Synergy_HSA=-0.803.